This data is from Full USPTO retrosynthesis dataset with 1.9M reactions from patents (1976-2016). The task is: Predict the reactants needed to synthesize the given product. (1) Given the product [F:20][C:15]([F:21])([F:12])[C:2]1[CH:3]=[N:4][C:5]2[C:10]([CH:11]=1)=[CH:9][CH:8]=[CH:7][CH:6]=2, predict the reactants needed to synthesize it. The reactants are: I[C:2]1[CH:3]=[N:4][C:5]2[C:10]([CH:11]=1)=[CH:9][CH:8]=[CH:7][CH:6]=2.[F-:12].[K+].Cl[C:15]([F:21])([F:20])C(OC)=O.O. (2) Given the product [Br:1][C:2]1[CH:3]=[C:4]2[C:8](=[C:9]([F:11])[CH:10]=1)[N:7]([S:14]([CH2:12][CH3:13])(=[O:16])=[O:15])[CH2:6][CH2:5]2, predict the reactants needed to synthesize it. The reactants are: [Br:1][C:2]1[CH:3]=[C:4]2[C:8](=[C:9]([F:11])[CH:10]=1)[NH:7][CH2:6][CH2:5]2.[CH2:12]([S:14](Cl)(=[O:16])=[O:15])[CH3:13]. (3) Given the product [CH2:1]([O:2][C:3]([C:5]1[CH:14]=[C:13]([O:15][CH2:16][C:17]2[CH:18]=[CH:19][CH:20]=[CH:21][CH:22]=2)[C:12]2[C:7](=[C:8]([NH2:29])[C:9]([C:43]3[CH:48]=[CH:47][CH:46]=[CH:45][CH:44]=3)=[CH:10][CH:11]=2)[N:6]=1)=[O:4])[C:34]1[CH:39]=[CH:38][CH:37]=[CH:36][CH:35]=1, predict the reactants needed to synthesize it. The reactants are: [CH3:1][O:2][C:3]([C:5]1[CH:14]=[C:13]([O:15][CH2:16][C:17]2[CH:22]=[CH:21][CH:20]=[CH:19][CH:18]=2)[C:12]2[C:7](=[C:8]([N+:29]([O-])=O)[CH:9]=[C:10](N3CCCCC3)[CH:11]=2)[N:6]=1)=[O:4].CO[C:34]1[CH:39]=[CH:38][C:37](B(O)O)=[CH:36][CH:35]=1.[C:43]1(B(O)O)[CH:48]=[CH:47][CH:46]=[CH:45][CH:44]=1. (4) Given the product [ClH:28].[NH2:1][C@@:2]1([C:19]([OH:21])=[O:20])[C@@H:7]([F:8])[CH2:6][C@@H:5]2[C@H:3]1[C@H:4]2[C:9]([O:11][CH:12]([O:14][CH2:15][CH:16]([CH3:17])[CH3:18])[CH3:13])=[O:10], predict the reactants needed to synthesize it. The reactants are: [NH2:1][C@@:2]1([C:19]([OH:21])=[O:20])[C@@H:7]([F:8])[CH2:6][C@@H:5]2[C@H:3]1[C@H:4]2[C:9]([O:11][CH:12]([O:14][CH2:15][CH:16]([CH3:18])[CH3:17])[CH3:13])=[O:10].C(OCC)(=O)C.[ClH:28]. (5) The reactants are: [N:1]1[CH:6]=[CH:5][C:4]([CH2:7][CH2:8][NH+:9]([O-])[C:10](=[O:16])[O:11][C:12]([CH3:15])([CH3:14])[CH3:13])=[CH:3][CH:2]=1.C[Si]([C:22]#[N:23])(C)C.CN(C)C(Cl)=O. Given the product [C:22]([C:2]1[CH:3]=[C:4]([CH2:7][CH2:8][NH:9][C:10](=[O:16])[O:11][C:12]([CH3:15])([CH3:14])[CH3:13])[CH:5]=[CH:6][N:1]=1)#[N:23], predict the reactants needed to synthesize it. (6) Given the product [C:1]([O:5][C:6]([N:8]1[CH2:12][C@H:11]([O:13][C:14]2[C:23]3[C:18](=[CH:19][C:20]([O:24][CH3:25])=[CH:21][CH:22]=3)[N:17]=[C:16]([C:26]3[N:27]=[C:28]([NH:8][CH:9]([CH3:34])[CH3:10])[S:29][CH:30]=3)[CH:15]=2)[CH2:10][C@H:9]1[C:34](=[O:67])[NH:35][C@:36]1([C:41]([NH:43][S:44]([C:47]2[CH:52]=[CH:51][CH:50]=[CH:49][C:48]=2[NH:53][C:54](=[O:66])[CH2:55][CH2:56][CH2:18][CH2:19][CH2:20][CH2:21][CH2:22][CH2:23][C:14]([OH:13])=[O:69])(=[O:46])=[O:45])=[O:42])[CH2:38][C@H:37]1[CH:39]=[CH2:40])=[O:7])([CH3:2])([CH3:3])[CH3:4], predict the reactants needed to synthesize it. The reactants are: [C:1]([O:5][C:6]([N:8]1[CH2:12][C@H:11]([O:13][C:14]2[C:23]3[C:18](=[CH:19][C:20]([O:24][CH3:25])=[CH:21][CH:22]=3)[N:17]=[C:16]([C:26]3[N:27]=[C:28](C(C)C)[S:29][CH:30]=3)[CH:15]=2)[CH2:10][C@H:9]1[C:34](=[O:67])[NH:35][C@:36]1([C:41]([NH:43][S:44]([C:47]2[CH:52]=[CH:51][CH:50]=[CH:49][C:48]=2[NH:53][C:54](=[O:66])[CH2:55][CH2:56]CCCCCC(OC)=O)(=[O:46])=[O:45])=[O:42])[CH2:38][C@H:37]1[CH:39]=[CH2:40])=[O:7])([CH3:4])([CH3:3])[CH3:2].[Li+].[OH-:69]. (7) Given the product [O:3]([CH2:1][CH2:2][O:11][C:12]1[CH:13]=[CH:14][C:15]([CH:18]([C:24]#[C:25][CH3:26])[CH2:19][C:20]([OH:22])=[O:21])=[CH:16][CH:17]=1)[C:4]1[CH:9]=[CH:8][CH:7]=[CH:6][CH:5]=1, predict the reactants needed to synthesize it. The reactants are: [CH2:1]([O:3][C:4]1[CH:9]=[CH:8][CH:7]=[CH:6][C:5]=1Br)[CH3:2].[OH:11][C:12]1[CH:17]=[CH:16][C:15]([CH:18]([C:24]#[C:25][CH3:26])[CH2:19][C:20]([O:22]C)=[O:21])=[CH:14][CH:13]=1.